The task is: Predict the reactants needed to synthesize the given product.. This data is from Full USPTO retrosynthesis dataset with 1.9M reactions from patents (1976-2016). Given the product [CH3:6][CH2:7][CH2:2][CH:3]([CH3:11])[CH3:4].[Cl:1][C:2]1[CH:7]=[CH:6][C:5]([C:26]2[C:27]([Cl:32])=[N:28][CH:29]=[CH:30][CH:31]=2)=[CH:4][C:3]=1[C:11]([NH:13][CH2:14][C:15]12[CH2:24][CH:19]3[CH2:20][CH:21]([CH2:23][CH:17]([CH2:18]3)[CH2:16]1)[CH2:22]2)=[O:12], predict the reactants needed to synthesize it. The reactants are: [Cl:1][C:2]1[CH:7]=[CH:6][C:5](B(O)O)=[CH:4][C:3]=1[C:11]([NH:13][CH2:14][C:15]12[CH2:24][CH:19]3[CH2:20][CH:21]([CH2:23][CH:17]([CH2:18]3)[CH2:16]1)[CH2:22]2)=[O:12].Br[C:26]1[C:27]([Cl:32])=[N:28][CH:29]=[CH:30][CH:31]=1.C(=O)([O-])[O-].[K+].[K+].